Dataset: Reaction yield outcomes from USPTO patents with 853,638 reactions. Task: Predict the reaction yield, written as a fraction of the theoretical maximum amount of product (1.0 means a 100% yield; for example, 0.34 means a 34% yield). (1) The yield is 0.630. The product is [O:10]=[C:1]1[C:9]2[C:18](=[CH:19][C:20]([CH:21]=[O:12])=[CH:7][CH:8]=2)[CH2:17][O:2]1. The catalyst is C(Cl)Cl. The reactants are [C:1]1(=[O:10])[C:9]2C(=CC=[CH:7][CH:8]=2)C[O:2]1.[Cr](Cl)([O-])(=O)=[O:12].[NH+]1[CH:21]=[CH:20][CH:19]=[CH:18][CH:17]=1. (2) The reactants are Cl[C:2]1[C:11]([CH:12]=[O:13])=[CH:10][C:9]2[C:4](=[CH:5][CH:6]=[C:7]([O:14][CH3:15])[CH:8]=2)[N:3]=1.[CH3:16][CH:17]([NH2:19])[CH3:18]. The catalyst is C1COCC1. The product is [CH:17]([NH:19][C:2]1[C:11]([CH:12]=[O:13])=[CH:10][C:9]2[C:4](=[CH:5][CH:6]=[C:7]([O:14][CH3:15])[CH:8]=2)[N:3]=1)([CH3:18])[CH3:16]. The yield is 0.990. (3) The reactants are [F:1][C:2]1[CH:16]=[CH:15][CH:14]=[CH:13][C:3]=1[CH2:4][N:5]1[CH2:12][CH2:11][C:8]2([O:10][CH2:9]2)[CH2:7][CH2:6]1.[Br:17][C:18]1[CH:19]=[CH:20][C:21]([OH:24])=[N:22][CH:23]=1.C(=O)([O-])[O-].[K+].[K+].Cl.CCO. The catalyst is C(O)C.C(OCC)(=O)C.CN(C)C=O. The product is [Br:17][C:18]1[CH:19]=[CH:20][C:21](=[O:24])[N:22]([CH2:9][C:8]2([OH:10])[CH2:11][CH2:12][N:5]([CH2:4][C:3]3[CH:13]=[CH:14][CH:15]=[CH:16][C:2]=3[F:1])[CH2:6][CH2:7]2)[CH:23]=1. The yield is 0.693. (4) The reactants are [C:1]([O:4][CH2:5][C:6](Cl)=[O:7])(=[O:3])[CH3:2].[O:9]1[CH:13]=[CH:12][C:11]([O:14][CH2:15][C@@H:16]2[O:20][C:19](=[O:21])[N:18]([C:22]3[CH:27]=[CH:26][C:25]([C:28]4[CH2:34][CH:33]5[NH:35][CH:30]([CH2:31][CH2:32]5)[CH:29]=4)=[C:24]([F:36])[CH:23]=3)[CH2:17]2)=[N:10]1.CC(C)=O.C(=O)(O)[O-].[Na+]. The catalyst is O. The product is [O:9]1[CH:13]=[CH:12][C:11]([O:14][CH2:15][C@@H:16]2[O:20][C:19](=[O:21])[N:18]([C:22]3[CH:27]=[CH:26][C:25]([C:28]4[CH2:34][CH:33]5[N:35]([C:6](=[O:7])[CH2:5][O:4][C:1](=[O:3])[CH3:2])[CH:30]([CH2:31][CH2:32]5)[CH:29]=4)=[C:24]([F:36])[CH:23]=3)[CH2:17]2)=[N:10]1. The yield is 0.360. (5) The reactants are [CH:1]([C:3]1[CH:8]=[CH:7][N:6]=[C:5]([NH:9][C@@H:10]2[CH2:15][CH2:14][CH2:13][CH2:12][C@H:11]2[NH:16][C@H:17]2[CH2:22][CH2:21][CH2:20][N:19]([C:23]3[CH:30]=[CH:29][C:26]([C:27]#[N:28])=[CH:25][CH:24]=3)[CH2:18]2)[CH:4]=1)=[O:2].[BH4-].[Na+]. The catalyst is C1COCC1. The product is [OH:2][CH2:1][C:3]1[CH:8]=[CH:7][N:6]=[C:5]([NH:9][C@@H:10]2[CH2:15][CH2:14][CH2:13][CH2:12][C@H:11]2[NH:16][C@H:17]2[CH2:22][CH2:21][CH2:20][N:19]([C:23]3[CH:24]=[CH:25][C:26]([C:27]#[N:28])=[CH:29][CH:30]=3)[CH2:18]2)[CH:4]=1. The yield is 0.217. (6) The reactants are Cl[C:2]1[N:7]=[N:6][C:5]([NH:8][CH2:9][C:10]([C:13]2[CH:18]=[CH:17][C:16]([F:19])=[CH:15][CH:14]=2)([CH3:12])[CH3:11])=[CH:4][CH:3]=1.[CH:20](B1OB(C=C)OB(C=C)O1)=[CH2:21].C(=O)([O-])[O-].[K+].[K+].O1CCOCC1. The catalyst is O.C(OCC)(=O)C. The product is [F:19][C:16]1[CH:17]=[CH:18][C:13]([C:10]([CH3:12])([CH3:11])[CH2:9][NH:8][C:5]2[N:6]=[N:7][C:2]([CH:20]=[CH2:21])=[CH:3][CH:4]=2)=[CH:14][CH:15]=1. The yield is 0.460. (7) The reactants are Cl.[N:2]12[CH2:9][CH2:8][CH:5]([CH2:6][CH2:7]1)[CH:4]([CH2:10][C:11]([OH:13])=O)[CH2:3]2.CN(C(ON1N=NC2C=CC=NC1=2)=[N+](C)C)C.F[P-](F)(F)(F)(F)F.[Br:38][C:39]1[CH:44]=[CH:43][C:42]([C:45]([NH2:48])([CH3:47])[CH3:46])=[CH:41][CH:40]=1.C(N(CC)CC)C. The catalyst is CN(C=O)C. The product is [Br:38][C:39]1[CH:40]=[CH:41][C:42]([C:45]([NH:48][C:11](=[O:13])[CH2:10][CH:4]2[CH:5]3[CH2:6][CH2:7][N:2]([CH2:9][CH2:8]3)[CH2:3]2)([CH3:46])[CH3:47])=[CH:43][CH:44]=1. The yield is 0.760.